The task is: Predict the reactants needed to synthesize the given product.. This data is from Full USPTO retrosynthesis dataset with 1.9M reactions from patents (1976-2016). (1) Given the product [N+:23]([C:19]1[CH:20]=[N:21][S:22][C:18]=1[O:1][CH:2]1[CH2:3][CH2:4][N:5]([C:8]([O:10][C:11]([CH3:14])([CH3:13])[CH3:12])=[O:9])[CH2:6][CH2:7]1)([O-:25])=[O:24], predict the reactants needed to synthesize it. The reactants are: [OH:1][CH:2]1[CH2:7][CH2:6][N:5]([C:8]([O:10][C:11]([CH3:14])([CH3:13])[CH3:12])=[O:9])[CH2:4][CH2:3]1.[H-].[Na+].Br[C:18]1[S:22][N:21]=[CH:20][C:19]=1[N+:23]([O-:25])=[O:24]. (2) Given the product [CH3:1][N:2]([CH3:26])[C:3]1[CH:4]=[C:5]([F:25])[C:6]2[N:7]([C:18]([O:20][C:21]([CH3:24])([CH3:23])[CH3:22])=[O:19])[C:8]3[C:13]([S:14][C:15]=2[CH:16]=1)=[CH:12][C:11]([N:86]1[CH2:91][CH2:90][O:89][CH2:88][CH2:87]1)=[CH:10][CH:9]=3, predict the reactants needed to synthesize it. The reactants are: [CH3:1][N:2]([CH3:26])[C:3]1[CH:4]=[C:5]([F:25])[C:6]2[N:7]([C:18]([O:20][C:21]([CH3:24])([CH3:23])[CH3:22])=[O:19])[C:8]3[C:13]([S:14][C:15]=2[CH:16]=1)=[CH:12][C:11](Br)=[CH:10][CH:9]=3.C1(C)C=CC=CC=1.C1C=CC(P(C2C(C3C(P(C4C=CC=CC=4)C4C=CC=CC=4)=CC=C4C=3C=CC=C4)=C3C(C=CC=C3)=CC=2)C2C=CC=CC=2)=CC=1.C([O-])([O-])=O.[Cs+].[Cs+].[NH:86]1[CH2:91][CH2:90][O:89][CH2:88][CH2:87]1.